This data is from Full USPTO retrosynthesis dataset with 1.9M reactions from patents (1976-2016). The task is: Predict the reactants needed to synthesize the given product. Given the product [Cl:4][C:5]1[C:13]2[C:8](=[CH:9][CH:10]=[C:11]([NH:14][C:15]3[C:16]4[CH:23]=[C:22]([C:24]5[CH2:25][CH2:26][N:27]([C:38](=[O:39])[CH2:37][CH2:36][N:30]6[CH2:35][CH2:34][CH2:33][CH2:32][CH2:31]6)[CH2:28][CH:29]=5)[NH:21][C:17]=4[N:18]=[CH:19][N:20]=3)[CH:12]=2)[NH:7][N:6]=1, predict the reactants needed to synthesize it. The reactants are: Cl.Cl.Cl.[Cl:4][C:5]1[C:13]2[C:8](=[CH:9][CH:10]=[C:11]([NH:14][C:15]3[C:16]4[CH:23]=[C:22]([C:24]5[CH2:25][CH2:26][NH:27][CH2:28][CH:29]=5)[NH:21][C:17]=4[N:18]=[CH:19][N:20]=3)[CH:12]=2)[NH:7][N:6]=1.[N:30]1([CH2:36][CH2:37][C:38](O)=[O:39])[CH2:35][CH2:34][CH2:33][CH2:32][CH2:31]1.Cl.CN(C)CCCN=C=NCC.ON1C2C=CC=CC=2N=N1.CCN(C(C)C)C(C)C.